This data is from NCI-60 drug combinations with 297,098 pairs across 59 cell lines. The task is: Regression. Given two drug SMILES strings and cell line genomic features, predict the synergy score measuring deviation from expected non-interaction effect. Drug 1: C1CC(=O)NC(=O)C1N2CC3=C(C2=O)C=CC=C3N. Drug 2: CN(C(=O)NC(C=O)C(C(C(CO)O)O)O)N=O. Cell line: NCI-H460. Synergy scores: CSS=1.13, Synergy_ZIP=4.42, Synergy_Bliss=-2.44, Synergy_Loewe=-1.12, Synergy_HSA=-2.31.